From a dataset of Full USPTO retrosynthesis dataset with 1.9M reactions from patents (1976-2016). Predict the reactants needed to synthesize the given product. (1) Given the product [CH2:1]([O:8][C:9]([N:11]1[CH2:16][CH:15]([O:17][CH2:18][C:19]2[CH:20]=[CH:21][C:22]3[O:27][CH2:26][CH2:25][N:24]([CH2:28][CH2:29][CH2:30][O:31][CH3:32])[C:23]=3[CH:33]=2)[CH:14]([C:34]2[CH:39]=[CH:38][C:37]([O:40][CH:41]3[CH2:45][CH2:44][N:43]([C:46]4[CH:51]=[CH:50][CH:49]=[C:48]([F:52])[CH:47]=4)[CH2:42]3)=[CH:36][CH:35]=2)[C@@H:13]([N:58]=[N+:59]=[N-:60])[CH2:12]1)=[O:10])[C:2]1[CH:7]=[CH:6][CH:5]=[CH:4][CH:3]=1, predict the reactants needed to synthesize it. The reactants are: [CH2:1]([O:8][C:9]([N:11]1[CH2:16][CH:15]([O:17][CH2:18][C:19]2[CH:20]=[CH:21][C:22]3[O:27][CH2:26][CH2:25][N:24]([CH2:28][CH2:29][CH2:30][O:31][CH3:32])[C:23]=3[CH:33]=2)[CH:14]([C:34]2[CH:39]=[CH:38][C:37]([O:40][CH:41]3[CH2:45][CH2:44][N:43]([C:46]4[CH:51]=[CH:50][CH:49]=[C:48]([F:52])[CH:47]=4)[CH2:42]3)=[CH:36][CH:35]=2)[CH:13](OS(C)(=O)=O)[CH2:12]1)=[O:10])[C:2]1[CH:7]=[CH:6][CH:5]=[CH:4][CH:3]=1.[N-:58]=[N+:59]=[N-:60].[Na+]. (2) Given the product [Cl:1][C:2]1[CH:9]=[C:8]([C:10]2[C:11]([CH3:16])=[N:12][O:13][C:14]=2[CH3:15])[CH:7]=[C:6]([NH2:17])[C:3]=1[NH:4][CH3:5], predict the reactants needed to synthesize it. The reactants are: [Cl:1][C:2]1[CH:9]=[C:8]([C:10]2[C:11]([CH3:16])=[N:12][O:13][C:14]=2[CH3:15])[CH:7]=[C:6]([N+:17]([O-])=O)[C:3]=1[NH:4][CH3:5].[OH-].[Na+]. (3) Given the product [C:1]([O:5][C:6](=[O:13])[NH:7][C@H:8]1[CH2:11][C@H:10]([O:12][C:17]2[CH:18]=[CH:19][C:20]3[N:21]([C:23]([C:26]4[O:34][C:33]5[CH:32]=[CH:31][N:30]=[C:29]([O:35][CH2:36][CH3:37])[C:28]=5[CH:27]=4)=[CH:24][N:25]=3)[N:22]=2)[CH2:9]1)([CH3:4])([CH3:2])[CH3:3], predict the reactants needed to synthesize it. The reactants are: [C:1]([O:5][C:6](=[O:13])[NH:7][C@H:8]1[CH2:11][C@H:10]([OH:12])[CH2:9]1)([CH3:4])([CH3:3])[CH3:2].[H-].[Na+].Cl[C:17]1[CH:18]=[CH:19][C:20]2[N:21]([C:23]([C:26]3[O:34][C:33]4[CH:32]=[CH:31][N:30]=[C:29]([O:35][CH2:36][CH3:37])[C:28]=4[CH:27]=3)=[CH:24][N:25]=2)[N:22]=1. (4) Given the product [CH3:12][N:11]([C@H:13]1[CH2:17][CH2:16][NH:15][CH2:14]1)[C:9](=[O:10])[O:8][CH2:1][C:2]1[CH:7]=[CH:6][CH:5]=[CH:4][CH:3]=1, predict the reactants needed to synthesize it. The reactants are: [CH2:1]([O:8][C:9]([N:11]([C@H:13]1[CH2:17][CH2:16][N:15](C(OC(C)(C)C)=O)[CH2:14]1)[CH3:12])=[O:10])[C:2]1[CH:7]=[CH:6][CH:5]=[CH:4][CH:3]=1.